This data is from Peptide-MHC class I binding affinity with 185,985 pairs from IEDB/IMGT. The task is: Regression. Given a peptide amino acid sequence and an MHC pseudo amino acid sequence, predict their binding affinity value. This is MHC class I binding data. (1) The binding affinity (normalized) is 0.0847. The MHC is HLA-A02:11 with pseudo-sequence HLA-A02:11. The peptide sequence is HSRRSRRSL. (2) The peptide sequence is HAFFGALKF. The MHC is Mamu-B17 with pseudo-sequence Mamu-B17. The binding affinity (normalized) is 0.191. (3) The peptide sequence is ATAWRTGGY. The MHC is HLA-A25:01 with pseudo-sequence HLA-A25:01. The binding affinity (normalized) is 0.413. (4) The peptide sequence is IGYRLGMGK. The MHC is HLA-B39:01 with pseudo-sequence HLA-B39:01. The binding affinity (normalized) is 0.0847. (5) The peptide sequence is LVFSNVLCFR. The MHC is HLA-A31:01 with pseudo-sequence HLA-A31:01. The binding affinity (normalized) is 0.677.